Dataset: NCI-60 drug combinations with 297,098 pairs across 59 cell lines. Task: Regression. Given two drug SMILES strings and cell line genomic features, predict the synergy score measuring deviation from expected non-interaction effect. (1) Drug 2: CC1=C(C=C(C=C1)C(=O)NC2=CC(=CC(=C2)C(F)(F)F)N3C=C(N=C3)C)NC4=NC=CC(=N4)C5=CN=CC=C5. Cell line: NCI-H522. Drug 1: C1CN1P(=S)(N2CC2)N3CC3. Synergy scores: CSS=4.36, Synergy_ZIP=-0.682, Synergy_Bliss=3.58, Synergy_Loewe=0.173, Synergy_HSA=0.244. (2) Cell line: SK-OV-3. Drug 1: CC1=CC=C(C=C1)C2=CC(=NN2C3=CC=C(C=C3)S(=O)(=O)N)C(F)(F)F. Synergy scores: CSS=25.2, Synergy_ZIP=-5.36, Synergy_Bliss=0.625, Synergy_Loewe=-21.7, Synergy_HSA=0.0645. Drug 2: CCC1=C2CN3C(=CC4=C(C3=O)COC(=O)C4(CC)O)C2=NC5=C1C=C(C=C5)O. (3) Drug 1: C1=CC(=C2C(=C1NCCNCCO)C(=O)C3=C(C=CC(=C3C2=O)O)O)NCCNCCO. Drug 2: C1=NC2=C(N1)C(=S)N=CN2. Cell line: HOP-92. Synergy scores: CSS=34.0, Synergy_ZIP=-10.6, Synergy_Bliss=-17.3, Synergy_Loewe=-13.2, Synergy_HSA=-11.4. (4) Drug 1: C1=CN(C(=O)N=C1N)C2C(C(C(O2)CO)O)O.Cl. Drug 2: C1CNP(=O)(OC1)N(CCCl)CCCl. Cell line: NCI-H522. Synergy scores: CSS=29.5, Synergy_ZIP=-0.911, Synergy_Bliss=-1.86, Synergy_Loewe=-25.3, Synergy_HSA=-0.508. (5) Drug 1: CC12CCC(CC1=CCC3C2CCC4(C3CC=C4C5=CN=CC=C5)C)O. Drug 2: C1=C(C(=O)NC(=O)N1)N(CCCl)CCCl. Cell line: MCF7. Synergy scores: CSS=32.9, Synergy_ZIP=4.84, Synergy_Bliss=5.28, Synergy_Loewe=3.27, Synergy_HSA=6.92. (6) Drug 1: C1=CN(C(=O)N=C1N)C2C(C(C(O2)CO)O)O.Cl. Drug 2: C1=CN(C=N1)CC(O)(P(=O)(O)O)P(=O)(O)O. Cell line: K-562. Synergy scores: CSS=37.8, Synergy_ZIP=-1.57, Synergy_Bliss=-3.39, Synergy_Loewe=-17.0, Synergy_HSA=-2.46. (7) Synergy scores: CSS=6.29, Synergy_ZIP=-4.18, Synergy_Bliss=-7.14, Synergy_Loewe=-3.02, Synergy_HSA=-7.03. Cell line: NCIH23. Drug 1: COC1=C2C(=CC3=C1OC=C3)C=CC(=O)O2. Drug 2: C(CCl)NC(=O)N(CCCl)N=O. (8) Drug 1: C1CC(=O)NC(=O)C1N2C(=O)C3=CC=CC=C3C2=O. Drug 2: C1CN(P(=O)(OC1)NCCCl)CCCl. Cell line: A549. Synergy scores: CSS=2.86, Synergy_ZIP=-1.58, Synergy_Bliss=-1.06, Synergy_Loewe=1.34, Synergy_HSA=-0.149.